This data is from Reaction yield outcomes from USPTO patents with 853,638 reactions. The task is: Predict the reaction yield, written as a fraction of the theoretical maximum amount of product (1.0 means a 100% yield; for example, 0.34 means a 34% yield). (1) The reactants are [Br:1]Br.N1C=CN=C1.C1(P(C2C=CC=CC=2)C2C=CC=CC=2)C=CC=CC=1.O[CH2:28][C:29]1[S:33][C:32]([C:34]([O:36][CH3:37])=[O:35])=[CH:31][CH:30]=1. The catalyst is C(Cl)Cl. The product is [Br:1][CH2:28][C:29]1[S:33][C:32]([C:34]([O:36][CH3:37])=[O:35])=[CH:31][CH:30]=1. The yield is 0.950. (2) The reactants are [I:1][C:2]1[CH:11]=[C:10]2[C:5]([CH:6]=[CH:7][CH:8]=[N+:9]2[O-])=[N:4][CH:3]=1.C1(C)C=CC(S(Cl)(=O)=[O:20])=CC=1.C(=O)([O-])[O-].[K+].[K+]. The catalyst is C(Cl)(Cl)Cl.O. The product is [I:1][C:2]1[CH:11]=[C:10]2[C:5]([CH:6]=[CH:7][C:8](=[O:20])[NH:9]2)=[N:4][CH:3]=1. The yield is 0.471.